Dataset: Peptide-MHC class II binding affinity with 134,281 pairs from IEDB. Task: Regression. Given a peptide amino acid sequence and an MHC pseudo amino acid sequence, predict their binding affinity value. This is MHC class II binding data. (1) The binding affinity (normalized) is 0.520. The peptide sequence is YVYEPFPKEVWEQIF. The MHC is HLA-DPA10201-DPB10101 with pseudo-sequence HLA-DPA10201-DPB10101. (2) The peptide sequence is KYQEFFWDANDIYRI. The MHC is DRB1_1501 with pseudo-sequence DRB1_1501. The binding affinity (normalized) is 0.410.